Dataset: NCI-60 drug combinations with 297,098 pairs across 59 cell lines. Task: Regression. Given two drug SMILES strings and cell line genomic features, predict the synergy score measuring deviation from expected non-interaction effect. (1) Drug 1: CN(C)N=NC1=C(NC=N1)C(=O)N. Drug 2: C1=NNC2=C1C(=O)NC=N2. Cell line: IGROV1. Synergy scores: CSS=11.7, Synergy_ZIP=-6.22, Synergy_Bliss=-3.95, Synergy_Loewe=-7.60, Synergy_HSA=-3.96. (2) Drug 1: CCC1(CC2CC(C3=C(CCN(C2)C1)C4=CC=CC=C4N3)(C5=C(C=C6C(=C5)C78CCN9C7C(C=CC9)(C(C(C8N6C)(C(=O)OC)O)OC(=O)C)CC)OC)C(=O)OC)O.OS(=O)(=O)O. Drug 2: C(CC(=O)O)C(=O)CN.Cl. Cell line: A549. Synergy scores: CSS=9.34, Synergy_ZIP=-3.35, Synergy_Bliss=-1.25, Synergy_Loewe=-1.58, Synergy_HSA=-0.629. (3) Drug 1: CCCS(=O)(=O)NC1=C(C(=C(C=C1)F)C(=O)C2=CNC3=C2C=C(C=N3)C4=CC=C(C=C4)Cl)F. Drug 2: C1=NC2=C(N1)C(=S)N=CN2. Cell line: 786-0. Synergy scores: CSS=2.78, Synergy_ZIP=-14.0, Synergy_Bliss=-29.2, Synergy_Loewe=-45.7, Synergy_HSA=-29.8. (4) Drug 1: COC1=C(C=C2C(=C1)N=CN=C2NC3=CC(=C(C=C3)F)Cl)OCCCN4CCOCC4. Drug 2: CC1=CC=C(C=C1)C2=CC(=NN2C3=CC=C(C=C3)S(=O)(=O)N)C(F)(F)F. Cell line: A549. Synergy scores: CSS=28.1, Synergy_ZIP=0.519, Synergy_Bliss=1.04, Synergy_Loewe=-3.87, Synergy_HSA=2.78. (5) Drug 1: C1=CC(=C2C(=C1NCCNCCO)C(=O)C3=C(C=CC(=C3C2=O)O)O)NCCNCCO. Drug 2: CN(C)N=NC1=C(NC=N1)C(=O)N. Synergy scores: CSS=53.2, Synergy_ZIP=-1.58, Synergy_Bliss=-3.06, Synergy_Loewe=-2.04, Synergy_HSA=-1.02. Cell line: MOLT-4.